This data is from Forward reaction prediction with 1.9M reactions from USPTO patents (1976-2016). The task is: Predict the product of the given reaction. (1) Given the reactants [CH3:1][O:2][C:3]1[CH:4]=[C:5]2[C:10](=[CH:11][C:12]=1[O:13][CH3:14])[N:9]=[CH:8][CH:7]=[C:6]2[O:15][C:16]1[CH:22]=[CH:21][C:19]([NH2:20])=[C:18]([CH3:23])[C:17]=1[CH3:24].[CH2:25]([N:27]([CH2:30][CH3:31])[CH2:28][CH3:29])[CH3:26].[C:32](Cl)(Cl)=[S:33].[CH2:36]([N:38](CC)CC(N)C)C, predict the reaction product. The product is: [CH3:1][O:2][C:3]1[CH:4]=[C:5]2[C:10](=[CH:11][C:12]=1[O:13][CH3:14])[N:9]=[CH:8][CH:7]=[C:6]2[O:15][C:16]1[CH:22]=[CH:21][C:19]([NH:20][C:32]([NH:38][CH2:36][CH2:26][CH2:25][N:27]([CH2:30][CH3:31])[CH2:28][CH3:29])=[S:33])=[C:18]([CH3:23])[C:17]=1[CH3:24]. (2) Given the reactants [Br:1][C:2]1[CH:3]=[C:4]([C:8]([C:10]2[CH:15]=[CH:14][CH:13]=[CH:12][CH:11]=2)=O)[CH:5]=[CH:6][CH:7]=1.[Si](OCC)(OCC)(OCC)OCC.[CH:29]([C:32]1[CH:38]=[CH:37][CH:36]=[C:35]([CH:39]([CH3:41])[CH3:40])[C:33]=1[NH2:34])([CH3:31])[CH3:30].OS(O)(=O)=O, predict the reaction product. The product is: [Br:1][C:2]1[CH:3]=[C:4]([C:8]([C:10]2[CH:15]=[CH:14][CH:13]=[CH:12][CH:11]=2)=[N:34][C:33]2[C:35]([CH:39]([CH3:40])[CH3:41])=[CH:36][CH:37]=[CH:38][C:32]=2[CH:29]([CH3:31])[CH3:30])[CH:5]=[CH:6][CH:7]=1. (3) Given the reactants [CH3:1][NH:2][C:3]1[CH:8]=[CH:7][CH:6]=[C:5]([NH2:9])[N:4]=1.Cl[C:11]1[CH:16]=[C:15]([Cl:17])[N:14]=[CH:13][N:12]=1.CCN(C(C)C)C(C)C, predict the reaction product. The product is: [Cl:17][C:15]1[N:14]=[CH:13][N:12]=[C:11]([NH:9][C:5]2[CH:6]=[CH:7][CH:8]=[C:3]([NH:2][CH3:1])[N:4]=2)[CH:16]=1. (4) Given the reactants [CH3:1][O:2][C:3]1[CH:4]=[C:5]2[C:10](=[C:11]3[CH2:15][C:14]([CH3:17])([CH3:16])[O:13][C:12]=13)[C:9]([C:18]1[CH:19]=[C:20]([NH2:24])[CH:21]=[CH:22][CH:23]=1)=[N:8][C:7]([CH3:26])([CH3:25])[CH2:6]2.[C:27]([NH:30][C:31]1[CH:32]=[C:33]([CH:37]=[CH:38][CH:39]=1)[C:34](O)=[O:35])(=[O:29])[CH3:28].O.ON1C2C=CC=CC=2N=N1.Cl.C(N=C=NCCCN(C)C)C, predict the reaction product. The product is: [C:27]([NH:30][C:31]1[CH:32]=[C:33]([CH:37]=[CH:38][CH:39]=1)[C:34]([NH:24][C:20]1[CH:21]=[CH:22][CH:23]=[C:18]([C:9]2[C:10]3[C:5](=[CH:4][C:3]([O:2][CH3:1])=[C:12]4[O:13][C:14]([CH3:17])([CH3:16])[CH2:15][C:11]4=3)[CH2:6][C:7]([CH3:26])([CH3:25])[N:8]=2)[CH:19]=1)=[O:35])(=[O:29])[CH3:28]. (5) Given the reactants [N:1]1[O:2][N:3]=[C:4]2[CH:9]=[C:8]([CH2:10][CH2:11][N:12]3[CH2:17][CH2:16][NH:15][CH2:14][C:13]3=[O:18])[CH:7]=[CH:6][C:5]=12.[CH3:19][O:20][C:21]1[CH:26]=[C:25]([N+:27]([O-:29])=[O:28])[CH:24]=[CH:23][C:22]=1[CH2:30][CH:31]=O, predict the reaction product. The product is: [N:1]1[O:2][N:3]=[C:4]2[CH:9]=[C:8]([CH2:10][CH2:11][N:12]3[CH2:17][CH2:16][N:15]([CH2:31][CH2:30][C:22]4[CH:23]=[CH:24][C:25]([N+:27]([O-:29])=[O:28])=[CH:26][C:21]=4[O:20][CH3:19])[CH2:14][C:13]3=[O:18])[CH:7]=[CH:6][C:5]=12. (6) Given the reactants [CH:1]([C:3]1[C:4]([F:16])=[CH:5][N:6]=[C:7]2[C:12]=1[N:11]=[C:10]([O:13][CH3:14])[CH:9]=[C:8]2F)=[CH2:2].[NH:17]1[CH2:21][CH2:20][C@H:19]([CH2:22][NH:23][CH2:24][C:25]2[CH:26]=[CH:27][C:28]3[O:29][CH2:30][C:31](=[O:35])N[C:33]=3[N:34]=2)[CH2:18]1, predict the reaction product. The product is: [O:35]1[C:27]2[CH:26]=[C:25]([CH2:24][NH:23][CH2:22][C@@H:19]3[CH2:20][CH2:21][N:17]([CH2:2][CH2:1][C:3]4[C:12]5[C:7](=[CH:8][CH:9]=[C:10]([O:13][CH3:14])[N:11]=5)[N:6]=[CH:5][C:4]=4[F:16])[CH2:18]3)[N:34]=[CH:33][C:28]=2[O:29][CH2:30][CH2:31]1. (7) Given the reactants [Br:1][C:2]1[CH:3]=[N:4][C:5]2[N:6]([N:8]=[C:9]([C:11]([OH:13])=O)[CH:10]=2)[CH:7]=1.[CH3:14][N:15]1[C:20]2[C:21]([CH3:24])=[CH:22][NH:23][C:19]=2[CH2:18][CH2:17][NH:16]1, predict the reaction product. The product is: [Br:1][C:2]1[CH:3]=[N:4][C:5]2[N:6]([N:8]=[C:9]([C:11]([N:16]3[CH2:17][CH2:18][C:19]4[NH:23][CH:22]=[C:21]([CH3:24])[C:20]=4[N:15]3[CH3:14])=[O:13])[CH:10]=2)[CH:7]=1. (8) Given the reactants [F:1][C:2]1[CH:7]=[CH:6][C:5]([CH2:8][CH2:9][C:10]([O:12][CH3:13])=[O:11])=[C:4]([O:14][CH2:15][C@@H:16]2[CH2:18][O:17]2)[CH:3]=1.[Cl:19][C:20]1[CH:33]=[CH:32][C:23]([CH2:24][N:25]2[CH2:30][CH2:29][CH:28]([NH2:31])[CH2:27][CH2:26]2)=[CH:22][CH:21]=1, predict the reaction product. The product is: [Cl:19][C:20]1[CH:21]=[CH:22][C:23]([CH2:24][N:25]2[CH2:26][CH2:27][CH:28]([NH:31][CH2:18][C@H:16]([OH:17])[CH2:15][O:14][C:4]3[CH:3]=[C:2]([F:1])[CH:7]=[CH:6][C:5]=3[CH2:8][CH2:9][C:10]([O:12][CH3:13])=[O:11])[CH2:29][CH2:30]2)=[CH:32][CH:33]=1. (9) Given the reactants [CH:1]1[C:14]2[NH:13][C:12]3[C:7](=[CH:8][CH:9]=[CH:10][CH:11]=3)[S:6][C:5]=2[CH:4]=[CH:3][CH:2]=1.[I:15]I, predict the reaction product. The product is: [I-:15].[I-:15].[I-:15].[I-:15].[CH:11]1[C:12]2[NH2+:13][C:14]3[C:5](=[CH:4][CH:3]=[CH:2][CH:1]=3)[S:6][C:7]=2[CH:8]=[CH:9][CH:10]=1.[CH:11]1[C:12]2[NH2+:13][C:14]3[C:5](=[CH:4][CH:3]=[CH:2][CH:1]=3)[S:6][C:7]=2[CH:8]=[CH:9][CH:10]=1.[CH:11]1[C:12]2[NH2+:13][C:14]3[C:5](=[CH:4][CH:3]=[CH:2][CH:1]=3)[S:6][C:7]=2[CH:8]=[CH:9][CH:10]=1.[CH:11]1[C:12]2[NH2+:13][C:14]3[C:5](=[CH:4][CH:3]=[CH:2][CH:1]=3)[S:6][C:7]=2[CH:8]=[CH:9][CH:10]=1. (10) Given the reactants [C:1]([O:5][C@@H:6]([C:12]1[C:30]([CH3:31])=[CH:29][C:15]2[N:16]=[C:17]([C:19]3[CH:20]=[C:21]4C(=[CH:26][CH:27]=3)N[C:23](=O)[CH2:22]4)[S:18][C:14]=2[C:13]=1[C:32]1[CH:37]=[CH:36][C:35]([Cl:38])=[CH:34][CH:33]=1)[C:7]([O:9][CH2:10][CH3:11])=[O:8])([CH3:4])([CH3:3])[CH3:2].[C:39]([O-])([O-])=O.[Cs+].[Cs+].IC.[CH3:47][N:48]([CH:50]=[O:51])[CH3:49], predict the reaction product. The product is: [C:1]([O:5][C@@H:6]([C:12]1[C:30]([CH3:31])=[CH:29][C:15]2[N:16]=[C:17]([C:19]3[CH:20]=[C:21]4[C:47](=[CH:26][CH:27]=3)[N:48]([CH3:49])[C:50](=[O:51])[C:22]4([CH3:23])[CH3:39])[S:18][C:14]=2[C:13]=1[C:32]1[CH:37]=[CH:36][C:35]([Cl:38])=[CH:34][CH:33]=1)[C:7]([O:9][CH2:10][CH3:11])=[O:8])([CH3:4])([CH3:2])[CH3:3].